The task is: Regression. Given two drug SMILES strings and cell line genomic features, predict the synergy score measuring deviation from expected non-interaction effect.. This data is from NCI-60 drug combinations with 297,098 pairs across 59 cell lines. (1) Drug 1: C1=C(C(=O)NC(=O)N1)N(CCCl)CCCl. Drug 2: CC1C(C(CC(O1)OC2CC(OC(C2O)C)OC3=CC4=CC5=C(C(=O)C(C(C5)C(C(=O)C(C(C)O)O)OC)OC6CC(C(C(O6)C)O)OC7CC(C(C(O7)C)O)OC8CC(C(C(O8)C)O)(C)O)C(=C4C(=C3C)O)O)O)O. Cell line: LOX IMVI. Synergy scores: CSS=34.3, Synergy_ZIP=-11.9, Synergy_Bliss=-4.43, Synergy_Loewe=-3.47, Synergy_HSA=-3.39. (2) Drug 1: CC(C1=C(C=CC(=C1Cl)F)Cl)OC2=C(N=CC(=C2)C3=CN(N=C3)C4CCNCC4)N. Cell line: LOX IMVI. Synergy scores: CSS=5.38, Synergy_ZIP=-3.52, Synergy_Bliss=-4.20, Synergy_Loewe=-0.233, Synergy_HSA=-1.66. Drug 2: B(C(CC(C)C)NC(=O)C(CC1=CC=CC=C1)NC(=O)C2=NC=CN=C2)(O)O.